This data is from Reaction yield outcomes from USPTO patents with 853,638 reactions. The task is: Predict the reaction yield, written as a fraction of the theoretical maximum amount of product (1.0 means a 100% yield; for example, 0.34 means a 34% yield). (1) The reactants are [NH2:1][CH2:2][CH2:3][NH:4][C:5]1[N:10]=[CH:9][C:8]([N:11]([CH3:31])[C:12](=[O:30])[C:13]([C:16]2[CH:21]=[C:20]([C:22]([F:25])([F:24])[F:23])[CH:19]=[C:18]([C:26]([F:29])([F:28])[F:27])[CH:17]=2)([CH3:15])[CH3:14])=[C:7]([C:32]2[CH:37]=[CH:36][C:35]([F:38])=[CH:34][C:33]=2[CH3:39])[CH:6]=1.[CH2:40]=O.S([O-])([O-])(=O)=O.[Mg+2].C(N(CC)C(C)C)(C)C.[CH3:57][S:58](Cl)(=[O:60])=[O:59]. The catalyst is ClCCCl.CN(C1C=CN=CC=1)C.COC(C)(C)C. The product is [F:23][C:22]([F:24])([F:25])[C:20]1[CH:21]=[C:16]([C:13]([CH3:15])([CH3:14])[C:12]([N:11]([C:8]2[CH:9]=[N:10][C:5]([N:4]3[CH2:3][CH2:2][N:1]([S:58]([CH3:57])(=[O:60])=[O:59])[CH2:40]3)=[CH:6][C:7]=2[C:32]2[CH:37]=[CH:36][C:35]([F:38])=[CH:34][C:33]=2[CH3:39])[CH3:31])=[O:30])[CH:17]=[C:18]([C:26]([F:27])([F:28])[F:29])[CH:19]=1. The yield is 0.400. (2) The reactants are [CH2:1]1[CH2:12][CH2:11][CH2:10][CH2:9][CH2:8][CH2:7][CH2:6][CH2:5][CH2:4][CH2:3][CH2:2]1.[OH:13]N1[C:18](=O)[C:17]2=[CH:20][CH:21]=[CH:22][CH:23]=[C:16]2[C:15]1=[O:24].O=O. The product is [C:1]1(=[O:13])[CH2:12][CH2:11][CH2:10][CH2:9][CH2:8][CH2:7][CH2:6][CH2:5][CH2:4][CH2:3][CH2:2]1.[CH:15]1([OH:24])[CH2:16][CH2:23][CH2:22][CH2:21][CH2:20][CH2:17][CH2:18][CH2:3][CH2:2][CH2:1][CH2:12]1. The catalyst is O.O.O.O.C([O-])(=O)C.[Co+2].C([O-])(=O)C.C(O)(=O)C. The yield is 0.0730.